From a dataset of Experimentally validated miRNA-target interactions with 360,000+ pairs, plus equal number of negative samples. Binary Classification. Given a miRNA mature sequence and a target amino acid sequence, predict their likelihood of interaction. Result: 1 (interaction). The miRNA is hsa-miR-548w with sequence AAAAGUAACUGCGGUUUUUGCCU. The protein sequence of the target gene is MARTLRPSPLCPGGGKAQLSSASLLGAGLLLQPPTPPPLLLLLFPLLLFSRLCGALAGPIIVEPHVTAVWGKNVSLKCLIEVNETITQISWEKIHGKSSQTVAVHHPQYGFSVQGEYQGRVLFKNYSLNDATITLHNIGFSDSGKYICKAVTFPLGNAQSSTTVTVLVEPTVSLIKGPDSLIDGGNETVAAICIAATGKPVAHIDWEGDLGEMESTTTSFPNETATIISQYKLFPTRFARGRRITCVVKHPALEKDIRYSFILDIQYAPEVSVTGYDGNWFVGRKGVNLKCNADANPPPF....